This data is from Catalyst prediction with 721,799 reactions and 888 catalyst types from USPTO. The task is: Predict which catalyst facilitates the given reaction. Reactant: [CH:1]1([C:4]2[O:5][C:6]3[C:12]([I:13])=[CH:11][C:10]([NH2:14])=[CH:9][C:7]=3[CH:8]=2)[CH2:3][CH2:2]1.N1C=CC=CC=1.[CH2:21]([S:23](Cl)(=[O:25])=[O:24])[CH3:22]. Product: [CH:1]1([C:4]2[O:5][C:6]3[C:12]([I:13])=[CH:11][C:10]([NH:14][S:23]([CH2:21][CH3:22])(=[O:25])=[O:24])=[CH:9][C:7]=3[CH:8]=2)[CH2:3][CH2:2]1. The catalyst class is: 2.